From a dataset of Full USPTO retrosynthesis dataset with 1.9M reactions from patents (1976-2016). Predict the reactants needed to synthesize the given product. (1) Given the product [N+:1]([C:4]1[CH:5]=[CH:6][C:7]([CH2:10][N:12]2[CH2:16][CH2:15][CH2:14][CH2:13]2)=[N:8][CH:9]=1)([O-:3])=[O:2], predict the reactants needed to synthesize it. The reactants are: [N+:1]([C:4]1[CH:5]=[CH:6][C:7]([CH:10]=O)=[N:8][CH:9]=1)([O-:3])=[O:2].[NH:12]1[CH2:16][CH2:15][CH2:14][CH2:13]1.[Na].C(O)(=O)C. (2) Given the product [ClH:5].[Cl:5][C:6]1[CH:7]=[CH:8][C:9]([NH:12][NH2:1])=[CH:10][N:11]=1, predict the reactants needed to synthesize it. The reactants are: [N:1]([O-])=O.[Na+].[Cl:5][C:6]1[N:11]=[CH:10][C:9]([NH2:12])=[CH:8][CH:7]=1.[Sn](Cl)(Cl)(Cl)Cl.